This data is from Peptide-MHC class I binding affinity with 185,985 pairs from IEDB/IMGT. The task is: Regression. Given a peptide amino acid sequence and an MHC pseudo amino acid sequence, predict their binding affinity value. This is MHC class I binding data. (1) The peptide sequence is LWLLWPVTL. The MHC is HLA-A30:02 with pseudo-sequence HLA-A30:02. The binding affinity (normalized) is 0.212. (2) The peptide sequence is FPQKYAAAF. The binding affinity (normalized) is 1.00. The MHC is Mamu-A2201 with pseudo-sequence Mamu-A2201. (3) The peptide sequence is RAAVSADPL. The MHC is HLA-A68:02 with pseudo-sequence HLA-A68:02. The binding affinity (normalized) is 0.00733. (4) The peptide sequence is TNFLIKFLL. The MHC is HLA-B08:01 with pseudo-sequence HLA-B08:01. The binding affinity (normalized) is 0. (5) The peptide sequence is SVFTGLLPF. The MHC is HLA-C07:02 with pseudo-sequence HLA-C07:02. The binding affinity (normalized) is 0.424. (6) The peptide sequence is WMFRIRIIL. The MHC is HLA-B27:03 with pseudo-sequence HLA-B27:03. The binding affinity (normalized) is 0.0847. (7) The peptide sequence is IVKYKQYLK. The binding affinity (normalized) is 0.0847. The MHC is HLA-B46:01 with pseudo-sequence HLA-B46:01. (8) The peptide sequence is PLMGGAYIAFPTSCHMFI. The MHC is HLA-B40:01 with pseudo-sequence HLA-B40:01. The binding affinity (normalized) is 0.113. (9) The peptide sequence is YCSNIKLQVV. The MHC is HLA-A68:02 with pseudo-sequence HLA-A68:02. The binding affinity (normalized) is 0.347. (10) The peptide sequence is GALPICSFVV. The MHC is HLA-A02:01 with pseudo-sequence HLA-A02:01. The binding affinity (normalized) is 0.469.